This data is from Catalyst prediction with 721,799 reactions and 888 catalyst types from USPTO. The task is: Predict which catalyst facilitates the given reaction. (1) Reactant: [N+:1]([C:4]1[CH:9]=[CH:8][CH:7]=[CH:6][C:5]=1[OH:10])([O-:3])=[O:2].C([O-])([O-])=O.[K+].[K+].[CH2:17](Br)[C:18]1[CH:23]=[CH:22][CH:21]=[CH:20][CH:19]=1. The catalyst class is: 18. Product: [CH2:17]([O:10][C:5]1[CH:6]=[CH:7][CH:8]=[CH:9][C:4]=1[N+:1]([O-:3])=[O:2])[C:18]1[CH:23]=[CH:22][CH:21]=[CH:20][CH:19]=1. (2) Reactant: [CH3:1][N:2]([CH3:7])[CH2:3][CH:4]([OH:6])[CH3:5].[Cl:8][C:9]1[CH:14]=[C:13](Cl)[N:12]=[C:11]([S:16][CH2:17][C:18]2[CH:23]=[CH:22][CH:21]=[C:20]([F:24])[C:19]=2[F:25])[N:10]=1.[H-].[Na+]. Product: [Cl:8][C:9]1[N:10]=[C:11]([S:16][CH2:17][C:18]2[CH:23]=[CH:22][CH:21]=[C:20]([F:24])[C:19]=2[F:25])[N:12]=[C:13]([O:6][CH:4]([CH3:5])[CH2:3][N:2]([CH3:7])[CH3:1])[CH:14]=1. The catalyst class is: 1.